From a dataset of Catalyst prediction with 721,799 reactions and 888 catalyst types from USPTO. Predict which catalyst facilitates the given reaction. Reactant: [Si]([O:8][C@H:9]([C:23]1[CH:32]=[CH:31][C:30]([OH:33])=[C:29]2[C:24]=1[CH:25]=[CH:26][C:27](=[O:34])[NH:28]2)[CH2:10][NH:11][CH:12]1[CH2:17][CH2:16][N:15]([CH2:18][CH2:19][C:20]([OH:22])=O)[CH2:14][CH2:13]1)(C(C)(C)C)(C)C.CN(C(ON1N=NC2C=CC=NC1=2)=[N+](C)C)C.F[P-](F)(F)(F)(F)F.C(N(CC)CC)C.[Cl:66][C:67]1[CH:72]=[CH:71][CH:70]=[C:69]([Cl:73])[C:68]=1[CH2:74][NH2:75]. Product: [Cl:66][C:67]1[CH:72]=[CH:71][CH:70]=[C:69]([Cl:73])[C:68]=1[CH2:74][NH:75][C:20](=[O:22])[CH2:19][CH2:18][N:15]1[CH2:16][CH2:17][CH:12]([NH:11][CH2:10][C@H:9]([OH:8])[C:23]2[CH:32]=[CH:31][C:30]([OH:33])=[C:29]3[C:24]=2[CH:25]=[CH:26][C:27](=[O:34])[NH:28]3)[CH2:13][CH2:14]1. The catalyst class is: 3.